The task is: Predict the product of the given reaction.. This data is from Forward reaction prediction with 1.9M reactions from USPTO patents (1976-2016). (1) Given the reactants [Br:1][C:2]1[C:3]([O:19][CH2:20][C:21]2[CH:26]=[CH:25][CH:24]=[CH:23][CH:22]=2)=[CH:4][C:5]([O:11][CH2:12][C:13]2[CH:18]=[CH:17][CH:16]=[CH:15][CH:14]=2)=[C:6]([CH:10]=1)[C:7](Cl)=[O:8].[NH2:27][C:28]1[C:29]([CH3:34])=[CH:30][CH:31]=[CH:32][CH:33]=1.N1C=CC=CC=1, predict the reaction product. The product is: [Br:1][C:2]1[C:3]([O:19][CH2:20][C:21]2[CH:26]=[CH:25][CH:24]=[CH:23][CH:22]=2)=[CH:4][C:5]([O:11][CH2:12][C:13]2[CH:18]=[CH:17][CH:16]=[CH:15][CH:14]=2)=[C:6]([CH:10]=1)[C:7]([NH:27][C:28]1[CH:33]=[CH:32][CH:31]=[CH:30][C:29]=1[CH3:34])=[O:8]. (2) Given the reactants Br[C:2]1[CH:3]=[CH:4][C:5]2[N:6]([CH:8]=[C:9]([C:11]3[CH:16]=[CH:15][C:14]([Cl:17])=[CH:13][CH:12]=3)[N:10]=2)[CH:7]=1.[OH:18][CH2:19][C:20]1[CH:21]=[C:22](B(O)O)[CH:23]=[CH:24][CH:25]=1.C1(C)C=CC=CC=1.C(=O)([O-])[O-].[Na+].[Na+], predict the reaction product. The product is: [Cl:17][C:14]1[CH:15]=[CH:16][C:11]([C:9]2[N:10]=[C:5]3[CH:4]=[CH:3][C:2]([C:24]4[CH:25]=[C:20]([CH2:19][OH:18])[CH:21]=[CH:22][CH:23]=4)=[CH:7][N:6]3[CH:8]=2)=[CH:12][CH:13]=1.